Task: Predict the reactants needed to synthesize the given product.. Dataset: Full USPTO retrosynthesis dataset with 1.9M reactions from patents (1976-2016) (1) Given the product [NH3:4].[N:4]1[CH:5]=[CH:6][CH:7]=[C:2]([N:18]2[CH2:19][CH2:20][CH2:21][N:15]([C:13]([O:12][C:8]([CH3:11])([CH3:10])[CH3:9])=[O:14])[CH2:16][CH2:17]2)[CH:3]=1, predict the reactants needed to synthesize it. The reactants are: Br[C:2]1[CH:3]=[N:4][CH:5]=[CH:6][CH:7]=1.[C:8]([O:12][C:13]([N:15]1[CH2:21][CH2:20][CH2:19][NH:18][CH2:17][CH2:16]1)=[O:14])([CH3:11])([CH3:10])[CH3:9].CC(C)([O-])C.[K+].C1(C)C=CC=CC=1. (2) Given the product [CH3:1][C:2]1[N:7]=[C:6]2[S:8][C:9]3[CH2:14][CH2:13][CH2:12][CH2:11][C:10]=3[C:5]2=[C:4]([C:15]2[CH:23]=[CH:22][C:18]3[O:19][CH2:20][O:21][C:17]=3[CH:16]=2)[C:3]=1[CH:24]([CH2:40][CH2:39][CH3:43])[C:25]([O:27][CH3:28])=[O:26], predict the reactants needed to synthesize it. The reactants are: [CH3:1][C:2]1[N:7]=[C:6]2[S:8][C:9]3[CH2:14][CH2:13][CH2:12][CH2:11][C:10]=3[C:5]2=[C:4]([C:15]2[CH:23]=[CH:22][C:18]3[O:19][CH2:20][O:21][C:17]=3[CH:16]=2)[C:3]=1[CH2:24][C:25]([O:27][CH3:28])=[O:26].[Li+].C[Si]([N-][Si](C)(C)C)(C)C.[CH2:39]1[CH2:43]OC[CH2:40]1.ICCC. (3) Given the product [C@H:42]1([NH:41][C:39]([C:36]2[NH:35][C:34]([C:22]3[C:21]4[C:25](=[CH:26][CH:27]=[C:19]([C:16]5[C:17]([CH3:18])=[C:12]([CH2:11][N:3]([CH2:1][CH3:2])[C:4](=[O:10])[O:5][C:6]([CH3:9])([CH3:7])[CH3:8])[CH:13]=[N:14][CH:15]=5)[CH:20]=4)[N:24]([CH:28]4[CH2:33][CH2:32][CH2:31][CH2:30][O:29]4)[N:23]=3)=[N:38][CH:37]=2)=[O:40])[C:43]2[C:48](=[CH:47][CH:46]=[CH:90][CH:44]=2)[CH2:50][CH2:49]1, predict the reactants needed to synthesize it. The reactants are: [CH2:1]([N:3]([CH2:11][C:12]1[CH:13]=[N:14][CH:15]=[C:16]([C:19]2[CH:20]=[C:21]3[C:25](=[CH:26][CH:27]=2)[N:24]([CH:28]2[CH2:33][CH2:32][CH2:31][CH2:30][O:29]2)[N:23]=[C:22]3[C:34]2[NH:35][C:36]([C:39]([NH:41][CH2:42][C:43]3[CH:44]=N[CH:46]=[CH:47][CH:48]=3)=[O:40])=[CH:37][N:38]=2)[C:17]=1[CH3:18])[C:4](=[O:10])[O:5][C:6]([CH3:9])([CH3:8])[CH3:7])[CH3:2].[C:49](OC(N(CC1C(C)=C(C2C=C3C(=CC=2)N(C2CCCCO2)N=C3C2NC(C(O)=O)=CN=2)C=NC=1)CC)=O)(C)(C)[CH3:50].[CH3:90]CN(CC)CC.N[C@H]1C2C(=CC=CC=2)CC1.CN(C(ON1N=NC2C=CC=NC1=2)=[N+](C)C)C.F[P-](F)(F)(F)(F)F. (4) Given the product [NH2:23][C:21]([NH:20][CH2:19][CH2:18][C:15]1[CH:14]=[CH:13][C:12]([CH2:11][CH2:10][C:8]2[N:9]=[C:5]([NH:4][C:1](=[O:3])[CH3:2])[S:6][CH:7]=2)=[CH:17][CH:16]=1)=[S:22], predict the reactants needed to synthesize it. The reactants are: [C:1]([NH:4][C:5]1[S:6][CH:7]=[C:8]([CH2:10][CH2:11][C:12]2[CH:17]=[CH:16][C:15]([CH2:18][CH2:19][NH:20][C:21]([NH:23]C(=O)C3C=CC=CC=3)=[S:22])=[CH:14][CH:13]=2)[N:9]=1)(=[O:3])[CH3:2].[OH-].[Na+].Cl. (5) Given the product [CH2:1]([NH:10][C:23]([C:19]1[O:18][CH:22]=[CH:16][CH:17]=1)=[O:24])[CH2:2][CH2:3][CH2:4][CH2:5][CH2:6][CH2:7][CH2:8][NH:9][C:23]([C:19]1[O:18][CH:22]=[CH:21][CH:20]=1)=[O:24], predict the reactants needed to synthesize it. The reactants are: [CH2:1]([NH2:10])[CH2:2][CH2:3][CH2:4][CH2:5][CH2:6][CH2:7][CH2:8][NH2:9].C(N([CH2:16][CH3:17])CC)C.[O:18]1[CH:22]=[CH:21][CH:20]=[C:19]1[C:23](Cl)=[O:24]. (6) Given the product [CH3:24][O:23][C:3]1[CH:4]=[C:5]2[C:10](=[CH:11][C:2]=1[O:1][CH2:32][CH2:31][N:29]([CH2:28][CH2:27][O:26][CH3:25])[CH3:30])[N:9]=[CH:8][N:7]=[C:6]2[O:12][C:13]1[CH:14]=[C:15]2[C:19](=[CH:20][CH:21]=1)[NH:18][C:17]([CH3:22])=[CH:16]2, predict the reactants needed to synthesize it. The reactants are: [OH:1][C:2]1[CH:11]=[C:10]2[C:5]([C:6]([O:12][C:13]3[CH:14]=[C:15]4[C:19](=[CH:20][CH:21]=3)[NH:18][C:17]([CH3:22])=[CH:16]4)=[N:7][CH:8]=[N:9]2)=[CH:4][C:3]=1[O:23][CH3:24].[CH3:25][O:26][CH2:27][CH2:28][N:29]([CH2:31][CH2:32]O)[CH3:30]. (7) The reactants are: [C:1]1([NH2:8])[CH:6]=[CH:5][CH:4]=[CH:3][C:2]=1[NH2:7].CCN(CC)CC.Br[CH2:17][C:18](OCC)=[O:19]. Given the product [NH:7]1[C:2]2[C:1](=[CH:6][CH:5]=[CH:4][CH:3]=2)[NH:8][CH2:17][C:18]1=[O:19], predict the reactants needed to synthesize it.